This data is from Catalyst prediction with 721,799 reactions and 888 catalyst types from USPTO. The task is: Predict which catalyst facilitates the given reaction. Reactant: C(N(CC)CC)C.[CH2:8]([NH:15][C@H:16]1[CH2:21][CH2:20][CH2:19][CH2:18][C@H:17]1[OH:22])[C:9]1[CH:14]=[CH:13][CH:12]=[CH:11][CH:10]=1.[Cl:23][CH2:24][C:25](Cl)=[O:26]. Product: [CH2:8]([N:15]([C@@H:16]1[CH2:21][CH2:20][CH2:19][CH2:18][C@@H:17]1[OH:22])[C:25](=[O:26])[CH2:24][Cl:23])[C:9]1[CH:14]=[CH:13][CH:12]=[CH:11][CH:10]=1. The catalyst class is: 4.